Regression. Given a peptide amino acid sequence and an MHC pseudo amino acid sequence, predict their binding affinity value. This is MHC class I binding data. From a dataset of Peptide-MHC class I binding affinity with 185,985 pairs from IEDB/IMGT. (1) The peptide sequence is LVESGGGL. The MHC is HLA-A02:03 with pseudo-sequence HLA-A02:03. The binding affinity (normalized) is 0.176. (2) The peptide sequence is CALMDCIIF. The MHC is H-2-Db with pseudo-sequence H-2-Db. The binding affinity (normalized) is 0.00356. (3) The peptide sequence is DVQRTRCKY. The MHC is HLA-A31:01 with pseudo-sequence HLA-A31:01. The binding affinity (normalized) is 0. (4) The peptide sequence is CRHFFMYFCE. The MHC is Mamu-B17 with pseudo-sequence Mamu-B17. The binding affinity (normalized) is 0.154. (5) The peptide sequence is RGKLKRRAI. The binding affinity (normalized) is 0.0847. The MHC is HLA-B40:01 with pseudo-sequence HLA-B40:01. (6) The peptide sequence is AAVIIMAINV. The MHC is HLA-A02:01 with pseudo-sequence HLA-A02:01. The binding affinity (normalized) is 0.327.